This data is from Forward reaction prediction with 1.9M reactions from USPTO patents (1976-2016). The task is: Predict the product of the given reaction. (1) Given the reactants [Cl:1][C:2]1[C:3]([F:12])=[C:4]([CH:9]([OH:11])[CH3:10])[C:5]([F:8])=[CH:6][CH:7]=1.ClC1C(Cl)=CC=C(F)C=1C(=O)C.[H-].[Li+].[Al+3].[H-].[H-].[H-], predict the reaction product. The product is: [Cl:1][C:2]1[C:3]([F:12])=[C:4]([C:9](=[O:11])[CH3:10])[C:5]([F:8])=[CH:6][CH:7]=1. (2) The product is: [N:1]1[C:10]2[C:5](=[CH:6][C:7]([CH2:11][N:12]3[C:16]4=[N:17][C:18]([C:21]5[CH:22]=[C:23]([CH:28]=[CH:29][CH:30]=5)[C:24]([OH:26])=[O:25])=[CH:19][CH:20]=[C:15]4[N:14]=[N:13]3)=[CH:8][CH:9]=2)[CH:4]=[CH:3][CH:2]=1. Given the reactants [N:1]1[C:10]2[C:5](=[CH:6][C:7]([CH2:11][N:12]3[C:16]4=[N:17][C:18]([C:21]5[CH:22]=[C:23]([CH:28]=[CH:29][CH:30]=5)[C:24]([O:26]C)=[O:25])=[CH:19][CH:20]=[C:15]4[N:14]=[N:13]3)=[CH:8][CH:9]=2)[CH:4]=[CH:3][CH:2]=1.[OH-].[Li+].Cl, predict the reaction product. (3) Given the reactants [F:1][C:2]([F:19])([F:18])[C:3]1[N:8]=[CH:7][C:6]([CH2:9][O:10][C:11]2[CH:16]=[CH:15][NH:14][C:13](=[O:17])[CH:12]=2)=[CH:5][CH:4]=1.Br[C:21]1[CH:22]=[CH:23][C:24]2[C:25]3[CH2:34][N:33]([C:35]([O:37][C:38]([CH3:41])([CH3:40])[CH3:39])=[O:36])[CH2:32][CH2:31][C:26]=3[N:27]([CH3:30])[C:28]=2[CH:29]=1, predict the reaction product. The product is: [CH3:30][N:27]1[C:28]2[CH:29]=[C:21]([N:14]3[CH:15]=[CH:16][C:11]([O:10][CH2:9][C:6]4[CH:7]=[N:8][C:3]([C:2]([F:1])([F:18])[F:19])=[CH:4][CH:5]=4)=[CH:12][C:13]3=[O:17])[CH:22]=[CH:23][C:24]=2[C:25]2[CH2:34][N:33]([C:35]([O:37][C:38]([CH3:41])([CH3:40])[CH3:39])=[O:36])[CH2:32][CH2:31][C:26]1=2. (4) Given the reactants C1(P(C2C=CC=CC=2)C2C=CC=CC=2)C=CC=CC=1.[F:20][C:21]1[C:26]([O:27][CH3:28])=[CH:25][C:24]([O:29][CH3:30])=[C:23]([F:31])[C:22]=1[N:32]1[C:41](=[O:42])[C:40]2([CH2:44][CH2:43]2)[C:39]2[C:34](=[CH:35][N:36]=[C:37]([C:45]3[NH:49][N:48]=[CH:47][C:46]=3[N+:50]([O-:52])=[O:51])[CH:38]=2)[CH2:33]1.[CH3:53][O:54][CH2:55][CH2:56]O.N(C(OC(C)C)=O)=NC(OC(C)C)=O, predict the reaction product. The product is: [F:31][C:23]1[C:24]([O:29][CH3:30])=[CH:25][C:26]([O:27][CH3:28])=[C:21]([F:20])[C:22]=1[N:32]1[C:41](=[O:42])[C:40]2([CH2:43][CH2:44]2)[C:39]2[C:34](=[CH:35][N:36]=[C:37]([C:45]3[N:49]([CH2:56][CH2:55][O:54][CH3:53])[N:48]=[CH:47][C:46]=3[N+:50]([O-:52])=[O:51])[CH:38]=2)[CH2:33]1. (5) Given the reactants [CH:1]([OH:4])([CH3:3])[CH3:2].[H-].[Na+].Cl[C:8]1[C:13]([Cl:14])=[CH:12][CH:11]=[CH:10][N:9]=1, predict the reaction product. The product is: [Cl:14][C:13]1[C:8]([O:4][CH:1]([CH3:3])[CH3:2])=[N:9][CH:10]=[CH:11][CH:12]=1.